Task: Regression. Given a peptide amino acid sequence and an MHC pseudo amino acid sequence, predict their binding affinity value. This is MHC class I binding data.. Dataset: Peptide-MHC class I binding affinity with 185,985 pairs from IEDB/IMGT The peptide sequence is AFKIMSGEV. The MHC is Patr-A0901 with pseudo-sequence Patr-A0901. The binding affinity (normalized) is 0.108.